This data is from Reaction yield outcomes from USPTO patents with 853,638 reactions. The task is: Predict the reaction yield, written as a fraction of the theoretical maximum amount of product (1.0 means a 100% yield; for example, 0.34 means a 34% yield). (1) The reactants are [C:1](=[NH:9])([NH2:8])[C:2]1[CH:7]=[CH:6][CH:5]=[CH:4][CH:3]=1.[C:10](=[S:12])=[S:11].[S].[CH3:14][O-:15].[Na+].Cl. The catalyst is CO. The product is [CH3:14][O:15][C:5]1[CH:6]=[CH:7][C:2]([C:1]2[N:8]=[C:10]([SH:12])[S:11][N:9]=2)=[CH:3][CH:4]=1. The yield is 0.360. (2) The reactants are [CH3:1][C:2]1[CH:7]=[CH:6][C:5]([Br:8])=[CH:4][C:3]=1I.C([Mg]Cl)(C)C.C[O:16][B:17](OC)[O:18]C.Cl. The catalyst is O1CCCC1. The product is [CH3:1][C:2]1[CH:7]=[CH:6][C:5]([Br:8])=[CH:4][C:3]=1[B:17]([OH:18])[OH:16]. The yield is 0.840. (3) The reactants are [Cl:1][C:2]1[C:3]([N:8]2[CH2:13][CH2:12][N:11]([CH2:14][C:15]3[CH:16]=[N:17][N:18]([CH3:21])[C:19]=3[CH3:20])[CH2:10][CH2:9]2)=[N:4][CH:5]=[CH:6][N:7]=1.[CH3:22][O:23][CH:24]([C:26]1[CH:31]=[CH:30][C:29](B2OC(C)(C)C(C)(C)O2)=[CH:28][CH:27]=1)[CH3:25].C(=O)([O-])[O-].[K+].[K+].O. The catalyst is CN(C)C(=O)C.C1C=CC([P]([Pd]([P](C2C=CC=CC=2)(C2C=CC=CC=2)C2C=CC=CC=2)([P](C2C=CC=CC=2)(C2C=CC=CC=2)C2C=CC=CC=2)[P](C2C=CC=CC=2)(C2C=CC=CC=2)C2C=CC=CC=2)(C2C=CC=CC=2)C2C=CC=CC=2)=CC=1. The product is [ClH:1].[CH3:21][N:18]1[C:19]([CH3:20])=[C:15]([CH2:14][N:11]2[CH2:12][CH2:13][N:8]([C:3]3[C:2]([C:29]4[CH:30]=[CH:31][C:26]([CH:24]([O:23][CH3:22])[CH3:25])=[CH:27][CH:28]=4)=[N:7][CH:6]=[CH:5][N:4]=3)[CH2:9][CH2:10]2)[CH:16]=[N:17]1. The yield is 0.340. (4) The reactants are [C:1]([C:5]1[CH:9]=[C:8]([NH:10][C:11](=[O:19])OC2C=CC=CC=2)[N:7]([C:20]2[CH:25]=[CH:24][CH:23]=[CH:22][CH:21]=2)[N:6]=1)([CH3:4])([CH3:3])[CH3:2].[NH2:26][C:27]1[CH:28]=[C:29]([OH:34])[CH:30]=[CH:31][C:32]=1[F:33].C1CCN2C(=NCCC2)CC1. The catalyst is C(#N)C. The product is [C:1]([C:5]1[CH:9]=[C:8]([NH:10][C:11]([NH:26][C:27]2[CH:28]=[C:29]([OH:34])[CH:30]=[CH:31][C:32]=2[F:33])=[O:19])[N:7]([C:20]2[CH:25]=[CH:24][CH:23]=[CH:22][CH:21]=2)[N:6]=1)([CH3:3])([CH3:2])[CH3:4]. The yield is 0.590. (5) The reactants are Br[C:2]1[CH:17]=[CH:16][CH:15]=[C:14]([N+:18]([O-:20])=[O:19])[C:3]=1[O:4][CH2:5][CH2:6][O:7][CH:8]1[CH2:13][CH2:12][CH2:11][CH2:10][O:9]1.C(=O)([O-])O.[Na+].[CH:26]1([C:32]2[C:40]3[C:35](=[CH:36][C:37]([C:41]([O:43][CH3:44])=[O:42])=[CH:38][CH:39]=3)[NH:34][C:33]=2B2OC(C)(C)C(C)(C)O2)[CH2:31][CH2:30][CH2:29][CH2:28][CH2:27]1. The catalyst is COCCOC.O.C1C=CC([P]([Pd]([P](C2C=CC=CC=2)(C2C=CC=CC=2)C2C=CC=CC=2)([P](C2C=CC=CC=2)(C2C=CC=CC=2)C2C=CC=CC=2)[P](C2C=CC=CC=2)(C2C=CC=CC=2)C2C=CC=CC=2)(C2C=CC=CC=2)C2C=CC=CC=2)=CC=1. The product is [CH:26]1([C:32]2[C:40]3[C:35](=[CH:36][C:37]([C:41]([O:43][CH3:44])=[O:42])=[CH:38][CH:39]=3)[NH:34][C:33]=2[C:2]2[CH:17]=[CH:16][CH:15]=[C:14]([N+:18]([O-:20])=[O:19])[C:3]=2[O:4][CH2:5][CH2:6][O:7][CH:8]2[CH2:13][CH2:12][CH2:11][CH2:10][O:9]2)[CH2:27][CH2:28][CH2:29][CH2:30][CH2:31]1. The yield is 0.770. (6) The reactants are [C:1]([N:4]1[CH2:9][CH2:8][N:7]([C:10]2[CH:15]=[CH:14][C:13]([NH2:16])=[CH:12][CH:11]=2)[CH2:6][CH2:5]1)(=[O:3])[CH3:2].[C:17](N1C=CN=C1)(N1C=CN=C1)=[S:18]. The catalyst is CN(C)C=O. The product is [C:1]([N:4]1[CH2:5][CH2:6][N:7]([C:10]2[CH:15]=[CH:14][C:13]([N:16]=[C:17]=[S:18])=[CH:12][CH:11]=2)[CH2:8][CH2:9]1)(=[O:3])[CH3:2]. The yield is 0.840.